This data is from Reaction yield outcomes from USPTO patents with 853,638 reactions. The task is: Predict the reaction yield, written as a fraction of the theoretical maximum amount of product (1.0 means a 100% yield; for example, 0.34 means a 34% yield). (1) The reactants are CN(C)C=O.[CH2:6]([O:8][C:9](=[O:26])[CH2:10][N:11]([CH2:20][C:21]([O:23][CH2:24][CH3:25])=[O:22])[C:12]1[CH:17]=[C:16](I)[CH:15]=[CH:14][C:13]=1[CH3:19])[CH3:7].[C:27]([O:31][C:32]([CH3:35])([CH3:34])[CH3:33])(=[O:30])[CH:28]=[CH2:29].O. The catalyst is [I-].C([N+](CCCC)(CCCC)CCCC)CCC.C(OCC)(=O)C.C(N(CC)CC)C. The product is [CH2:6]([O:8][C:9](=[O:26])[CH2:10][N:11]([CH2:20][C:21]([O:23][CH2:24][CH3:25])=[O:22])[C:12]1[CH:17]=[C:16]([CH2:29][CH2:28][C:27]([O:31][C:32]([CH3:35])([CH3:34])[CH3:33])=[O:30])[CH:15]=[CH:14][C:13]=1[CH3:19])[CH3:7]. The yield is 0.880. (2) The reactants are [CH2:1]([N:3]([CH2:37][CH3:38])[CH2:4][CH2:5][CH2:6][NH:7][C:8]1[N:9]=[C:10]([C:27]2[CH:28]=[C:29]([CH:33]=[CH:34][C:35]=2[CH3:36])[C:30]([OH:32])=O)[C:11]2[CH:17]=[CH:16][C:15](=[O:18])[N:14]([C:19]3[C:24]([F:25])=[CH:23][CH:22]=[CH:21][C:20]=3[F:26])[C:12]=2[N:13]=1)[CH3:2].CN(C(O[N:54]1N=[N:54][C:49]2[CH:50]=[CH:51][CH:51]=[CH:50][C:49]1=2)=[N+](C)C)C.F[P-](F)(F)(F)(F)F.C(N(CC)CC)C.C1(N)CC1. The catalyst is CN(C=O)C. The product is [CH:49]1([NH:54][C:30](=[O:32])[C:29]2[CH:33]=[CH:34][C:35]([CH3:36])=[C:27]([C:10]3[C:11]4[CH:17]=[CH:16][C:15](=[O:18])[N:14]([C:19]5[C:24]([F:25])=[CH:23][CH:22]=[CH:21][C:20]=5[F:26])[C:12]=4[N:13]=[C:8]([NH:7][CH2:6][CH2:5][CH2:4][N:3]([CH2:37][CH3:38])[CH2:1][CH3:2])[N:9]=3)[CH:28]=2)[CH2:51][CH2:50]1. The yield is 0.300. (3) The reactants are [OH:1][CH2:2][C:3]([CH3:40])([CH3:39])[O:4][C:5]1[CH:10]=[CH:9][C:8]([N:11]2[C:16](=[O:17])[C:15]([CH2:18][C:19]3[CH:24]=[CH:23][C:22]([C:25]4[C:26]([C:31]#[N:32])=[CH:27][CH:28]=[CH:29][CH:30]=4)=[CH:21][CH:20]=3)=[C:14]([CH2:33][CH2:34][CH3:35])[N:13]3[N:36]=[CH:37][N:38]=[C:12]23)=[CH:7][CH:6]=1.CC(OI1(OC(C)=O)(OC(C)=O)OC(=O)C2C1=CC=CC=2)=O.C(OCC)(=O)C.S([O-])([O-])(=O)=S.[Na+].[Na+]. The catalyst is C(Cl)Cl.O. The product is [CH3:40][C:3]([CH3:39])([O:4][C:5]1[CH:10]=[CH:9][C:8]([N:11]2[C:16](=[O:17])[C:15]([CH2:18][C:19]3[CH:24]=[CH:23][C:22]([C:25]4[C:26]([C:31]#[N:32])=[CH:27][CH:28]=[CH:29][CH:30]=4)=[CH:21][CH:20]=3)=[C:14]([CH2:33][CH2:34][CH3:35])[N:13]3[N:36]=[CH:37][N:38]=[C:12]23)=[CH:7][CH:6]=1)[CH:2]=[O:1]. The yield is 0.990. (4) The reactants are [CH2:1]([N:5]1[C:17]2[C:16]3[CH:15]=[CH:14][CH:13]=[CH:12][C:11]=3[N:10]=[C:9]([NH2:18])[C:8]=2[N:7]=[CH:6]1)[CH:2]([CH3:4])[CH3:3].CCN(CC)CC.[C:26](O[C:26]([O:27][CH2:28][CH2:29][CH2:30][CH2:31][CH3:32])=[O:33])(=[O:33])[O:27][CH2:28][CH2:29][CH2:30][CH2:31][CH3:32]. The catalyst is C(Cl)(Cl)Cl. The product is [CH2:28]([O:27][C:26](=[O:33])[NH:18][C:9]1[C:8]2[N:7]=[CH:6][N:5]([CH2:1][CH:2]([CH3:4])[CH3:3])[C:17]=2[C:16]2[CH:15]=[CH:14][CH:13]=[CH:12][C:11]=2[N:10]=1)[CH2:29][CH2:30][CH2:31][CH3:32]. The yield is 0.230.